This data is from Reaction yield outcomes from USPTO patents with 853,638 reactions. The task is: Predict the reaction yield, written as a fraction of the theoretical maximum amount of product (1.0 means a 100% yield; for example, 0.34 means a 34% yield). (1) The reactants are Cl.Cl.Cl.[NH2:4][C:5]1[N:10]=[CH:9][N:8]=[C:7]2[N:11]([CH:15]([C:17]3[CH:18]=[C:19]([Cl:34])[C:20]([C:32]#[N:33])=[C:21]4[C:27]=3[O:26][CH2:25][CH2:24][N:23]([CH:28]3[CH2:31][NH:30][CH2:29]3)[CH2:22]4)[CH3:16])[N:12]=[C:13]([CH3:14])[C:6]=12.C(N(CC)C(C)C)(C)C.[C:44](OC(=O)C)(=[O:46])[CH3:45]. The catalyst is CN(C)C=O. The product is [C:44]([N:30]1[CH2:31][CH:28]([N:23]2[CH2:22][C:21]3=[C:20]([C:32]#[N:33])[C:19]([Cl:34])=[CH:18][C:17]([CH:15]([N:11]4[C:7]5=[N:8][CH:9]=[N:10][C:5]([NH2:4])=[C:6]5[C:13]([CH3:14])=[N:12]4)[CH3:16])=[C:27]3[O:26][CH2:25][CH2:24]2)[CH2:29]1)(=[O:46])[CH3:45]. The yield is 0.330. (2) The yield is 0.750. The reactants are Cl[C:2]1[CH:3]=[CH:4][C:5]2[N:6]([C:8]([CH2:11][NH:12][C:13](=[O:19])[O:14][C:15]([CH3:18])([CH3:17])[CH3:16])=[N:9][N:10]=2)[N:7]=1.[CH3:20][CH:21]([CH3:26])[CH:22]([OH:25])[C:23]#[CH:24].C(N(CC)CC)C. The product is [OH:25][CH:22]([CH:21]([CH3:26])[CH3:20])[C:23]#[C:24][C:2]1[CH:3]=[CH:4][C:5]2[N:6]([C:8]([CH2:11][NH:12][C:13](=[O:19])[O:14][C:15]([CH3:18])([CH3:17])[CH3:16])=[N:9][N:10]=2)[N:7]=1. The catalyst is CC#N.C(Cl)Cl.C1C=CC(P(C2C=CC=CC=2)[C-]2C=CC=C2)=CC=1.C1C=CC(P(C2C=CC=CC=2)[C-]2C=CC=C2)=CC=1.Cl[Pd]Cl.[Fe+2].C(Cl)Cl.[Cu]I. (3) The reactants are CCN(C(C)C)C(C)C.[CH3:10][CH:11]([CH3:47])[CH2:12][C@H:13]([N:17]([CH2:39][O:40][C:41](=[O:46])[C:42]([CH3:45])([CH3:44])[CH3:43])[C:18](=[O:38])[C@@H:19]([NH:28][C:29](=[O:37])[CH2:30][N:31]1[CH2:36][CH2:35][O:34][CH2:33][CH2:32]1)[CH2:20][CH2:21][C:22]1[CH:27]=[CH:26][CH:25]=[CH:24][CH:23]=1)[C:14](O)=[O:15].[NH2:48][C@H:49]([C:57]([O:59][CH2:60][C:61]1[CH:66]=[CH:65][CH:64]=[CH:63][CH:62]=1)=[O:58])[CH2:50][C:51]1[CH:56]=[CH:55][CH:54]=[CH:53][CH:52]=1.CN(C(ON1N=NC2C=CC=NC1=2)=[N+](C)C)C.F[P-](F)(F)(F)(F)F. The catalyst is C(Cl)Cl.O. The product is [CH3:10][CH:11]([CH3:47])[CH2:12][C@H:13]([N:17]([CH2:39][O:40][C:41](=[O:46])[C:42]([CH3:45])([CH3:44])[CH3:43])[C:18](=[O:38])[C@@H:19]([NH:28][C:29](=[O:37])[CH2:30][N:31]1[CH2:32][CH2:33][O:34][CH2:35][CH2:36]1)[CH2:20][CH2:21][C:22]1[CH:27]=[CH:26][CH:25]=[CH:24][CH:23]=1)[C:14]([NH:48][C@@H:49]([CH2:50][C:51]1[CH:56]=[CH:55][CH:54]=[CH:53][CH:52]=1)[C:57]([O:59][CH2:60][C:61]1[CH:66]=[CH:65][CH:64]=[CH:63][CH:62]=1)=[O:58])=[O:15]. The yield is 0.670. (4) The reactants are [O-:1][C:2]#[N:3].[Na+].[NH2:5][CH2:6][CH2:7][CH2:8][CH2:9][N:10]1[C:27](=[N:28][C:29]2[C:34]([CH3:35])=[CH:33][C:32]([CH3:36])=[CH:31][C:30]=2[CH3:37])[CH:26]=[C:13]2[C:14]3[C:19]([CH2:20][CH2:21][N:12]2[C:11]1=[O:38])=[CH:18][C:17]([O:22][CH3:23])=[C:16]([O:24][CH3:25])[CH:15]=3. The catalyst is O.Cl. The product is [C:2]([NH:5][CH2:6][CH2:7][CH2:8][CH2:9][N:10]1[C:27](=[N:28][C:29]2[C:34]([CH3:35])=[CH:33][C:32]([CH3:36])=[CH:31][C:30]=2[CH3:37])[CH:26]=[C:13]2[C:14]3[C:19]([CH2:20][CH2:21][N:12]2[C:11]1=[O:38])=[CH:18][C:17]([O:22][CH3:23])=[C:16]([O:24][CH3:25])[CH:15]=3)(=[O:1])[NH2:3]. The yield is 0.640. (5) The reactants are [CH:1](NC(C)C)(C)[CH3:2].C([Li])CCC.[CH2:13]([O:20][C:21]([NH:23][C@H:24]1[CH2:29][CH2:28][CH2:27][CH2:26][C@@H:25]1[C:30]([O:32][CH3:33])=[O:31])=[O:22])[C:14]1[CH:19]=[CH:18][CH:17]=[CH:16][CH:15]=1.ICC. The catalyst is C1COCC1. The product is [CH2:13]([O:20][C:21]([NH:23][C@H:24]1[CH2:29][CH2:28][CH2:27][CH2:26][C@@:25]1([CH2:1][CH3:2])[C:30]([O:32][CH3:33])=[O:31])=[O:22])[C:14]1[CH:15]=[CH:16][CH:17]=[CH:18][CH:19]=1. The yield is 0.630. (6) The reactants are [CH:1](=[C:3](/[N:13]=[C:14]([Br:17])[CH:15]=[CH2:16])\[C:4](=[O:12])[CH2:5][CH2:6][CH:7](OC)[O:8]C)/[CH3:2].CC(C)=O. The catalyst is O. The product is [CH:1](=[C:3](/[N:13]=[C:14]([Br:17])[CH:15]=[CH2:16])\[C:4](=[O:12])[CH2:5][CH2:6][CH:7]=[O:8])/[CH3:2]. The yield is 0.881.